Predict the product of the given reaction. From a dataset of Forward reaction prediction with 1.9M reactions from USPTO patents (1976-2016). (1) The product is: [CH2:27]1[C:26]2([CH2:29][CH2:30][NH:31][CH:24]([C:22]([NH:21][C@H:19]([C:16]3[CH:17]=[CH:18][C:13]([C:11]([O:10][CH3:9])=[O:12])=[CH:14][CH:15]=3)[CH3:20])=[O:23])[CH2:25]2)[CH2:28]1. Given the reactants C(=O)(OC(C)(C)C)N.[CH3:9][O:10][C:11]([C:13]1[CH:18]=[CH:17][C:16]([C@@H:19]([NH:21][C:22]([CH:24]2[N:31](C(OC(C)(C)C)=O)[CH2:30][CH2:29][C:26]3([CH2:28][CH2:27]3)[CH2:25]2)=[O:23])[CH3:20])=[CH:15][CH:14]=1)=[O:12], predict the reaction product. (2) Given the reactants [F:1][C:2]1[CH:3]=[C:4]([CH:9]=[CH:10][C:11]=1[CH2:12][O:13][C:14]1[CH:19]=[CH:18][CH:17]=[CH:16][C:15]=1[F:20])[C:5]([O:7][CH3:8])=[O:6].[C:21](Cl)(=[O:23])[CH3:22].[Al+3].[Cl-].[Cl-].[Cl-], predict the reaction product. The product is: [F:1][C:2]1[CH:3]=[C:4]([CH:9]=[CH:10][C:11]=1[CH2:12][O:13][C:14]1[CH:19]=[CH:18][C:17]([OH:23])=[CH:16][C:15]=1[F:20])[C:5]([OH:7])=[O:6].[C:21]([C:17]1[CH:18]=[CH:19][C:14]([O:13][CH2:12][C:11]2[CH:10]=[CH:9][C:4]([C:5]([O:7][CH3:8])=[O:6])=[CH:3][C:2]=2[F:1])=[C:15]([F:20])[CH:16]=1)(=[O:23])[CH3:22]. (3) Given the reactants [CH3:1][O:2][C:3]1[CH:12]=[CH:11][C:10]([N:13]2[CH2:18][CH2:17][N:16]([CH3:19])[CH2:15][CH2:14]2)=[C:9]2[C:4]=1[CH2:5][CH2:6][NH:7][CH2:8]2.[CH3:20][N:21]1[CH2:26][CH2:25][N:24]([C:27]2[CH:32]=[CH:31][C:30]([NH2:33])=[CH:29][CH:28]=2)[CH2:23][CH2:22]1.[C:34](N1C=CN=C1)(N1C=CN=C1)=[O:35], predict the reaction product. The product is: [CH3:20][N:21]1[CH2:22][CH2:23][N:24]([C:27]2[CH:32]=[CH:31][C:30]([NH:33][C:34]([N:7]3[CH2:6][CH2:5][C:4]4[C:9](=[C:10]([N:13]5[CH2:14][CH2:15][N:16]([CH3:19])[CH2:17][CH2:18]5)[CH:11]=[CH:12][C:3]=4[O:2][CH3:1])[CH2:8]3)=[O:35])=[CH:29][CH:28]=2)[CH2:25][CH2:26]1. (4) Given the reactants [N:1]1[CH:6]=[CH:5][C:4]([C:7]2[N:8]=[C:9]([OH:16])[C:10]3[S:15][CH:14]=[CH:13][C:11]=3[N:12]=2)=[CH:3][CH:2]=1.[Br:17]Br, predict the reaction product. The product is: [Br:17][C:13]1[C:11]2[N:12]=[C:7]([C:4]3[CH:3]=[CH:2][N:1]=[CH:6][CH:5]=3)[N:8]=[C:9]([OH:16])[C:10]=2[S:15][CH:14]=1.